Dataset: NCI-60 drug combinations with 297,098 pairs across 59 cell lines. Task: Regression. Given two drug SMILES strings and cell line genomic features, predict the synergy score measuring deviation from expected non-interaction effect. (1) Drug 1: C1=CC=C(C=C1)NC(=O)CCCCCCC(=O)NO. Synergy scores: CSS=4.37, Synergy_ZIP=0.800, Synergy_Bliss=1.42, Synergy_Loewe=-0.216, Synergy_HSA=0.125. Drug 2: CS(=O)(=O)CCNCC1=CC=C(O1)C2=CC3=C(C=C2)N=CN=C3NC4=CC(=C(C=C4)OCC5=CC(=CC=C5)F)Cl. Cell line: SNB-19. (2) Drug 1: C1CN(CCN1C(=O)CCBr)C(=O)CCBr. Drug 2: C1C(C(OC1N2C=NC3=C2NC=NCC3O)CO)O. Cell line: HCT116. Synergy scores: CSS=48.1, Synergy_ZIP=-5.23, Synergy_Bliss=-8.22, Synergy_Loewe=-8.68, Synergy_HSA=-8.69. (3) Drug 1: CCC1=CC2CC(C3=C(CN(C2)C1)C4=CC=CC=C4N3)(C5=C(C=C6C(=C5)C78CCN9C7C(C=CC9)(C(C(C8N6C)(C(=O)OC)O)OC(=O)C)CC)OC)C(=O)OC.C(C(C(=O)O)O)(C(=O)O)O. Drug 2: CC1=C(N=C(N=C1N)C(CC(=O)N)NCC(C(=O)N)N)C(=O)NC(C(C2=CN=CN2)OC3C(C(C(C(O3)CO)O)O)OC4C(C(C(C(O4)CO)O)OC(=O)N)O)C(=O)NC(C)C(C(C)C(=O)NC(C(C)O)C(=O)NCCC5=NC(=CS5)C6=NC(=CS6)C(=O)NCCC[S+](C)C)O. Cell line: UACC-257. Synergy scores: CSS=12.0, Synergy_ZIP=2.61, Synergy_Bliss=3.56, Synergy_Loewe=-0.207, Synergy_HSA=-0.444.